From a dataset of Full USPTO retrosynthesis dataset with 1.9M reactions from patents (1976-2016). Predict the reactants needed to synthesize the given product. (1) Given the product [NH:24]1[C:32]2[C:27](=[CH:28][C:29]([C:2]3[N:3]=[C:4]([N:14]4[CH2:19][CH2:18][O:17][CH2:16][CH2:15]4)[C:5]4[S:10][C:9]([CH2:11][N:12]([CH3:13])[C:20](=[O:22])[CH3:21])=[CH:8][C:6]=4[N:7]=3)=[CH:30][CH:31]=2)[CH:26]=[CH:25]1, predict the reactants needed to synthesize it. The reactants are: Cl[C:2]1[N:3]=[C:4]([N:14]2[CH2:19][CH2:18][O:17][CH2:16][CH2:15]2)[C:5]2[S:10][C:9]([CH2:11][NH:12][CH3:13])=[CH:8][C:6]=2[N:7]=1.[C:20](Cl)(=[O:22])[CH3:21].[NH:24]1[C:32]2[C:27](=[CH:28][C:29](B(O)O)=[CH:30][CH:31]=2)[CH:26]=[CH:25]1. (2) Given the product [CH3:1][C@H:2]1[C@@H:7]([N:8]([C:10]2[N:18]=[CH:17][N:16]=[C:15]3[C:11]=2[CH:12]=[CH:13][NH:14]3)[CH3:9])[CH2:6][N:5]([C:19]([CH2:21][C:22]#[N:23])=[O:20])[CH2:4][CH2:3]1.[CH2:32]([C:27]([OH:28])([C:29]([OH:31])=[O:30])[CH2:26][C:25]([OH:37])=[O:36])[C:33]([OH:35])=[O:34], predict the reactants needed to synthesize it. The reactants are: [CH3:1][C@H:2]1[C@@H:7]([N:8]([C:10]2[N:18]=[CH:17][N:16]=[C:15]3[C:11]=2[CH:12]=[CH:13][NH:14]3)[CH3:9])[CH2:6][N:5]([C:19]([CH2:21][C:22]#[N:23])=[O:20])[CH2:4][CH2:3]1.Cl.[C:25]([OH:37])(=[O:36])[CH2:26][C:27]([CH2:32][C:33]([OH:35])=[O:34])([C:29]([OH:31])=[O:30])[OH:28].N1(C2CCCCCCCCCC2)CCCN=CCCCCC1. (3) Given the product [C:20]([C:17]1[CH:18]=[CH:19][C:14]([S:11]([NH:10][C:7]2[CH:8]=[CH:9][C:4]([C:3]([OH:32])=[O:2])=[CH:5][C:6]=2[C:24]2[N:28]([CH3:29])[C:27]([CH2:30][CH3:31])=[N:26][N:25]=2)(=[O:12])=[O:13])=[CH:15][CH:16]=1)([CH3:23])([CH3:22])[CH3:21], predict the reactants needed to synthesize it. The reactants are: C[O:2][C:3](=[O:32])[C:4]1[CH:9]=[CH:8][C:7]([NH:10][S:11]([C:14]2[CH:19]=[CH:18][C:17]([C:20]([CH3:23])([CH3:22])[CH3:21])=[CH:16][CH:15]=2)(=[O:13])=[O:12])=[C:6]([C:24]2[N:28]([CH3:29])[C:27]([CH2:30][CH3:31])=[N:26][N:25]=2)[CH:5]=1.[OH-].[Na+]. (4) The reactants are: O[CH2:2][C:3]1[CH:12]=[CH:11][C:10]2[C:5](=[CH:6][CH:7]=[C:8]([CH2:13][CH2:14][CH:15]([N:17]([CH2:21][CH2:22][CH3:23])[CH2:18][CH2:19][CH3:20])[CH3:16])[CH:9]=2)[CH:4]=1.C1(P(C2C=CC=CC=2)C2C=CC=CC=2)C=CC=CC=1.[C:43]1(=[O:53])[NH:47][C:46](=[O:48])[C:45]2=[CH:49][CH:50]=[CH:51][CH:52]=[C:44]12.N(C(OCC)=O)=NC(OCC)=O.C1(C)C=CC=CC=1. Given the product [C:43]1(=[O:53])[N:47]([CH2:2][C:3]2[CH:12]=[CH:11][C:10]3[C:5](=[CH:6][CH:7]=[C:8]([CH2:13][CH2:14][CH:15]([N:17]([CH2:21][CH2:22][CH3:23])[CH2:18][CH2:19][CH3:20])[CH3:16])[CH:9]=3)[CH:4]=2)[C:46](=[O:48])[C:45]2=[CH:49][CH:50]=[CH:51][CH:52]=[C:44]12, predict the reactants needed to synthesize it. (5) Given the product [F:1][C:2]1[CH:3]=[C:4]([C:10]2[CH:15]=[CH:14][C:13]([CH:16]([NH:18][S:32]([C:30]3[C:29]([C:36]([F:39])([F:37])[F:38])=[N:28][N:27]([CH3:26])[CH:31]=3)(=[O:34])=[O:33])[CH3:17])=[CH:12][CH:11]=2)[C:5]([O:8][CH3:9])=[N:6][CH:7]=1, predict the reactants needed to synthesize it. The reactants are: [F:1][C:2]1[CH:3]=[C:4]([C:10]2[CH:15]=[CH:14][C:13]([CH:16]([NH2:18])[CH3:17])=[CH:12][CH:11]=2)[C:5]([O:8][CH3:9])=[N:6][CH:7]=1.C(N(CC)CC)C.[CH3:26][N:27]1[CH:31]=[C:30]([S:32](Cl)(=[O:34])=[O:33])[C:29]([C:36]([F:39])([F:38])[F:37])=[N:28]1.